From a dataset of NCI-60 drug combinations with 297,098 pairs across 59 cell lines. Regression. Given two drug SMILES strings and cell line genomic features, predict the synergy score measuring deviation from expected non-interaction effect. (1) Drug 1: CC1=C(C=C(C=C1)NC2=NC=CC(=N2)N(C)C3=CC4=NN(C(=C4C=C3)C)C)S(=O)(=O)N.Cl. Drug 2: N.N.Cl[Pt+2]Cl. Cell line: LOX IMVI. Synergy scores: CSS=26.2, Synergy_ZIP=3.13, Synergy_Bliss=10.3, Synergy_Loewe=12.0, Synergy_HSA=13.3. (2) Drug 1: CC1=CC2C(CCC3(C2CCC3(C(=O)C)OC(=O)C)C)C4(C1=CC(=O)CC4)C. Drug 2: CCC(=C(C1=CC=CC=C1)C2=CC=C(C=C2)OCCN(C)C)C3=CC=CC=C3.C(C(=O)O)C(CC(=O)O)(C(=O)O)O. Cell line: OVCAR3. Synergy scores: CSS=0.257, Synergy_ZIP=2.23, Synergy_Bliss=2.77, Synergy_Loewe=-1.66, Synergy_HSA=-0.460. (3) Drug 1: C1=CC(=CC=C1CC(C(=O)O)N)N(CCCl)CCCl.Cl. Drug 2: C1C(C(OC1N2C=NC3=C2NC=NCC3O)CO)O. Cell line: T-47D. Synergy scores: CSS=11.4, Synergy_ZIP=-3.11, Synergy_Bliss=1.77, Synergy_Loewe=-6.94, Synergy_HSA=-1.20. (4) Drug 1: C1=CC(=C2C(=C1NCCNCCO)C(=O)C3=C(C=CC(=C3C2=O)O)O)NCCNCCO. Drug 2: C1=CN(C(=O)N=C1N)C2C(C(C(O2)CO)O)O.Cl. Cell line: NCI-H522. Synergy scores: CSS=58.2, Synergy_ZIP=-4.80, Synergy_Bliss=-3.29, Synergy_Loewe=1.45, Synergy_HSA=3.65. (5) Drug 1: CS(=O)(=O)C1=CC(=C(C=C1)C(=O)NC2=CC(=C(C=C2)Cl)C3=CC=CC=N3)Cl. Drug 2: C1C(C(OC1N2C=NC3=C2NC=NCC3O)CO)O. Cell line: PC-3. Synergy scores: CSS=1.29, Synergy_ZIP=-0.417, Synergy_Bliss=0.676, Synergy_Loewe=-0.139, Synergy_HSA=-0.146. (6) Drug 1: CCCS(=O)(=O)NC1=C(C(=C(C=C1)F)C(=O)C2=CNC3=C2C=C(C=N3)C4=CC=C(C=C4)Cl)F. Drug 2: C1CCN(CC1)CCOC2=CC=C(C=C2)C(=O)C3=C(SC4=C3C=CC(=C4)O)C5=CC=C(C=C5)O. Cell line: SK-OV-3. Synergy scores: CSS=5.69, Synergy_ZIP=0.0438, Synergy_Bliss=4.89, Synergy_Loewe=3.32, Synergy_HSA=4.09.